From a dataset of NCI-60 drug combinations with 297,098 pairs across 59 cell lines. Regression. Given two drug SMILES strings and cell line genomic features, predict the synergy score measuring deviation from expected non-interaction effect. (1) Drug 1: CC1=CC2C(CCC3(C2CCC3(C(=O)C)OC(=O)C)C)C4(C1=CC(=O)CC4)C. Drug 2: CCC1(C2=C(COC1=O)C(=O)N3CC4=CC5=C(C=CC(=C5CN(C)C)O)N=C4C3=C2)O.Cl. Cell line: A498. Synergy scores: CSS=11.5, Synergy_ZIP=-4.14, Synergy_Bliss=-2.23, Synergy_Loewe=-1.48, Synergy_HSA=-1.25. (2) Drug 1: C1=C(C(=O)NC(=O)N1)F. Drug 2: C1=CC(=CC=C1CC(C(=O)O)N)N(CCCl)CCCl.Cl. Cell line: CCRF-CEM. Synergy scores: CSS=32.9, Synergy_ZIP=-8.39, Synergy_Bliss=-15.8, Synergy_Loewe=-17.4, Synergy_HSA=-14.4. (3) Drug 1: C1CCC(CC1)NC(=O)N(CCCl)N=O. Drug 2: CCCCCOC(=O)NC1=NC(=O)N(C=C1F)C2C(C(C(O2)C)O)O. Cell line: KM12. Synergy scores: CSS=10.6, Synergy_ZIP=-6.09, Synergy_Bliss=-6.17, Synergy_Loewe=-11.5, Synergy_HSA=-5.61.